This data is from Full USPTO retrosynthesis dataset with 1.9M reactions from patents (1976-2016). The task is: Predict the reactants needed to synthesize the given product. Given the product [CH3:40][O:39][CH2:38][CH2:37][O:36][C:34]([N:7]1[CH:8]2[CH2:9][CH2:10][CH:14]1[CH2:13][N:12]([C:15]1[C:16]3[CH:23]=[CH:22][NH:21][C:17]=3[N:18]=[CH:19][N:20]=1)[CH2:11]2)=[O:35], predict the reactants needed to synthesize it. The reactants are: FC(F)(F)CCC([N:7]1[CH2:14][CH2:13][N:12]([C:15]2[C:16]3[CH:23]=[CH:22][NH:21][C:17]=3[N:18]=[CH:19][N:20]=2)[CH2:11][C:8]21[CH2:10][CH2:9]2)=O.C(N(CC)CC)C.Cl[C:34]([O:36][CH2:37][CH2:38][O:39][CH3:40])=[O:35].